This data is from Forward reaction prediction with 1.9M reactions from USPTO patents (1976-2016). The task is: Predict the product of the given reaction. (1) The product is: [CH:28]1([C:31]([O:24][CH:23]([CH:25]2[CH2:27][CH2:26]2)[C:5]2[C:6]3[N:7]4[CH2:14][CH2:13][CH2:12][N:11]([C:15]5[CH:20]=[CH:19][C:18]([Cl:21])=[CH:17][C:16]=5[Cl:22])[C:8]4=[N:9][C:10]=3[C:2]([Cl:1])=[CH:3][CH:4]=2)=[O:32])[CH2:30][CH2:29]1. Given the reactants [Cl:1][C:2]1[C:10]2[N:9]=[C:8]3[N:11]([C:15]4[CH:20]=[CH:19][C:18]([Cl:21])=[CH:17][C:16]=4[Cl:22])[CH2:12][CH2:13][CH2:14][N:7]3[C:6]=2[C:5]([CH:23]([CH:25]2[CH2:27][CH2:26]2)[OH:24])=[CH:4][CH:3]=1.[CH:28]1([C:31](O)=[O:32])[CH2:30][CH2:29]1.C(N(CC)CC)C.Cl.C(N=C=NCCCN(C)C)C.[Cl-].[NH4+], predict the reaction product. (2) Given the reactants [NH2:1][C:2]1[CH:15]=[CH:14][C:5]2[N:6]([C:11](=[O:13])[CH3:12])[CH2:7][CH2:8][CH2:9][O:10][C:4]=2[CH:3]=1.Cl[C:17]1[N:22]=[C:21]([NH:23][C:24]2[C:33]([F:34])=[CH:32][CH:31]=[CH:30][C:25]=2[C:26]([NH:28][CH3:29])=[O:27])[C:20]([Cl:35])=[CH:19][N:18]=1.C12(CS(O)(=O)=O)C(C)(C)C(CC1)CC2=O.C(=O)([O-])[O-], predict the reaction product. The product is: [C:11]([N:6]1[C:5]2[CH:14]=[CH:15][C:2]([NH:1][C:17]3[N:22]=[C:21]([NH:23][C:24]4[C:33]([F:34])=[CH:32][CH:31]=[CH:30][C:25]=4[C:26]([NH:28][CH3:29])=[O:27])[C:20]([Cl:35])=[CH:19][N:18]=3)=[CH:3][C:4]=2[O:10][CH2:9][CH2:8][CH2:7]1)(=[O:13])[CH3:12]. (3) The product is: [C:1]([NH:4][C@@H:5]1[C@@H:10]([NH2:11])[CH2:9][C:8]([C:19]([O:21][CH2:22][C@@H:23]2[C@@H:24]([OH:47])[C@@H:25]([OH:45])[C@H:26]([C:35]3[C:39]4[N:40]=[CH:41][N:42]=[C:43]([NH2:44])[C:38]=4[NH:37][CH:36]=3)[NH:27]2)=[O:20])=[CH:7][C@H:6]1[O:50][CH:51]([CH2:52][CH3:53])[CH2:54][CH3:55])(=[O:3])[CH3:2]. Given the reactants [C:1]([NH:4][C@@H:5]1[C@@H:10]([NH:11]C(OC(C)(C)C)=O)[CH2:9][C:8]([C:19]([O:21][CH2:22][C@H:23]2[N:27](C(OC(C)(C)C)=O)[C@@H:26]([C:35]3[C:39]4[N:40]=[CH:41][N:42]=[C:43]([NH2:44])[C:38]=4[NH:37][CH:36]=3)[C@@H:25]3[O:45]C(C)(C)[O:47][C@H:24]23)=[O:20])=[CH:7][C@H:6]1[O:50][CH:51]([CH2:54][CH3:55])[CH2:52][CH3:53])(=[O:3])[CH3:2].B(Cl)(Cl)Cl, predict the reaction product. (4) Given the reactants [ClH:1].[N:2]1([CH2:8][CH2:9][CH2:10][O:11][C:12]2[CH:20]=[CH:19][C:15]([C:16]([OH:18])=O)=[CH:14][CH:13]=2)[CH2:7][CH2:6][CH2:5][CH2:4][CH2:3]1.[CH3:21][O:22][C:23]1[CH:24]=[C:25]2[C:29](=[CH:30][CH:31]=1)[NH:28][C:27]([CH3:32])=[CH:26]2, predict the reaction product. The product is: [ClH:1].[CH3:21][O:22][C:23]1[CH:24]=[C:25]2[C:29](=[CH:30][CH:31]=1)[N:28]([C:16](=[O:18])[C:15]1[CH:14]=[CH:13][C:12]([O:11][CH2:10][CH2:9][CH2:8][N:2]3[CH2:3][CH2:4][CH2:5][CH2:6][CH2:7]3)=[CH:20][CH:19]=1)[C:27]([CH3:32])=[CH:26]2. (5) Given the reactants [C:1]([O:5][C:6](=[O:15])[C:7]1[CH:12]=[CH:11][C:10]([NH2:13])=[C:9]([CH3:14])[CH:8]=1)([CH3:4])([CH3:3])[CH3:2].Br[CH2:17][C:18]([O:20][CH2:21][CH3:22])=[O:19].C(N([CH2:30][CH3:31])C(C)C)(C)C, predict the reaction product. The product is: [CH2:21]([O:20][C:18](=[O:19])[CH2:17][N:13]([CH2:7][C:6]([O:15][CH2:30][CH3:31])=[O:5])[C:10]1[CH:11]=[CH:12][C:7]([C:6]([O:5][C:1]([CH3:4])([CH3:3])[CH3:2])=[O:15])=[CH:8][C:9]=1[CH3:14])[CH3:22]. (6) Given the reactants Cl[C:2]1[S:6][N:5]=[C:4]([C:7]2[CH:12]=[CH:11][C:10]([CH3:13])=[CH:9][CH:8]=2)[N:3]=1.[NH:14]1[CH2:19][CH2:18][NH:17][CH2:16][CH2:15]1, predict the reaction product. The product is: [C:10]1([CH3:13])[CH:11]=[CH:12][C:7]([C:4]2[N:3]=[C:2]([N:14]3[CH2:19][CH2:18][NH:17][CH2:16][CH2:15]3)[S:6][N:5]=2)=[CH:8][CH:9]=1. (7) The product is: [Cl:20][C:21]1[CH:26]=[C:25]2[C:24](=[CH:23][CH:22]=1)[C:27]1([CH2:31][CH2:30][O:29][CH2:28]1)[C:32](=[O:33])[C:34]([C:35]([O:37][CH2:38][CH3:39])=[O:36])=[C:40]2[OH:41]. Given the reactants OS(O)(=O)=O.O=P12OP3(OP(OP(O3)(O1)=O)(=O)O2)=O.[Cl:20][C:21]1[CH:26]=[CH:25][C:24]([C:27]2([C:32]([CH:34]([C:40](OCC)=[O:41])[C:35]([O:37][CH2:38][CH3:39])=[O:36])=[O:33])[CH2:31][CH2:30][O:29][CH2:28]2)=[CH:23][CH:22]=1, predict the reaction product.